This data is from Catalyst prediction with 721,799 reactions and 888 catalyst types from USPTO. The task is: Predict which catalyst facilitates the given reaction. (1) Reactant: [OH:1][C:2]1[CH:7]=[CH:6][C:5]([CH:8]2[CH2:13][CH2:12][CH:11]([C:14]3[CH:19]=[CH:18][C:17]([OH:20])=[C:16]([CH3:21])[CH:15]=3)[CH2:10][CH2:9]2)=[CH:4][CH:3]=1. Product: [OH:1][C:2]1[CH:7]=[CH:6][C:5]([C@H:8]2[CH2:9][CH2:10][C@H:11]([C:14]3[CH:19]=[CH:18][C:17]([OH:20])=[C:16]([CH3:21])[CH:15]=3)[CH2:12][CH2:13]2)=[CH:4][CH:3]=1. The catalyst class is: 5. (2) Reactant: [CH3:1][CH:2]([O:4][C:5]1[CH:10]=[CH:9][C:8]([C:11](=O)[CH3:12])=[CH:7][CH:6]=1)[CH3:3].[C-:14]#[N:15].[Na+].[C:17](=O)([O-])[O-:18].[NH4+:21].[NH4+].C([OH:25])C. Product: [CH3:12][C:11]1([C:8]2[CH:9]=[CH:10][C:5]([O:4][CH:2]([CH3:3])[CH3:1])=[CH:6][CH:7]=2)[NH:21][C:17](=[O:18])[NH:15][C:14]1=[O:25]. The catalyst class is: 6. (3) Reactant: [NH:1]1[C:10]2[C:5](=[CH:6][CH:7]=[CH:8][CH:9]=2)[C:4](=[O:11])[CH2:3][CH2:2]1.[Br:12]N1C(=O)CCC1=O. Product: [Br:12][C:7]1[CH:6]=[C:5]2[C:10](=[CH:9][CH:8]=1)[NH:1][CH2:2][CH2:3][C:4]2=[O:11]. The catalyst class is: 4. (4) Reactant: [CH:1]1[C:13]2[CH:12]([CH2:14][O:15][C:16]([N:18]3[CH2:23][C@@H:22]([C:24](=[O:53])[NH:25][CH2:26][C:27]4([CH2:41][CH2:42][CH2:43][CH2:44][O:45][Si:46]([C:49]([CH3:52])([CH3:51])[CH3:50])([CH3:48])[CH3:47])[C:40]5[CH:39]=[CH:38][CH:37]=[CH:36][C:35]=5[O:34][C:33]5[C:28]4=[CH:29][CH:30]=[CH:31][CH:32]=5)[CH2:21][C@@H:20]([NH:54]C(OC(C)(C)C)=O)[CH2:19]3)=[O:17])[C:11]3[C:6](=[CH:7][CH:8]=[CH:9][CH:10]=3)[C:5]=2[CH:4]=[CH:3][CH:2]=1.N1C(C)=CC=CC=1C.[Si](OS(C(F)(F)F)(=O)=O)(C)(C)C.C([O-])(O)=O.[Na+]. Product: [CH:1]1[C:13]2[CH:12]([CH2:14][O:15][C:16]([N:18]3[CH2:23][C@@H:22]([C:24](=[O:53])[NH:25][CH2:26][C:27]4([CH2:41][CH2:42][CH2:43][CH2:44][O:45][Si:46]([C:49]([CH3:50])([CH3:51])[CH3:52])([CH3:48])[CH3:47])[C:40]5[CH:39]=[CH:38][CH:37]=[CH:36][C:35]=5[O:34][C:33]5[C:28]4=[CH:29][CH:30]=[CH:31][CH:32]=5)[CH2:21][C@@H:20]([NH2:54])[CH2:19]3)=[O:17])[C:11]3[C:6](=[CH:7][CH:8]=[CH:9][CH:10]=3)[C:5]=2[CH:4]=[CH:3][CH:2]=1. The catalyst class is: 61. (5) Reactant: [CH3:1][O:2]/[CH:3]=[C:4](\[C:14]1[N:15]=[CH:16][N:17]([S:19]([N:22]([CH3:24])[CH3:23])(=[O:21])=[O:20])[CH:18]=1)/[C:5]1[CH:10]=[CH:9][CH:8]=[C:7]([N+:11]([O-])=O)[CH:6]=1.Cl.C(=O)(O)[O-].[Na+]. Product: [NH2:11][C:7]1[CH:6]=[C:5](/[C:4](/[C:14]2[N:15]=[CH:16][N:17]([S:19]([N:22]([CH3:24])[CH3:23])(=[O:20])=[O:21])[CH:18]=2)=[CH:3]/[O:2][CH3:1])[CH:10]=[CH:9][CH:8]=1. The catalyst class is: 284. (6) Reactant: [N+:1]([C:4]1[CH:22]=[CH:21][C:7]([O:8][CH2:9][C:10]2[O:14][N:13]=[C:12]([C:15]3[CH:20]=[CH:19][CH:18]=[CH:17][CH:16]=3)[N:11]=2)=[CH:6][CH:5]=1)([O-])=O.S(S([O-])=O)([O-])=O.[Na+].[Na+].C([O-])([O-])=O.[K+].[K+]. Product: [NH2:1][C:4]1[CH:22]=[CH:21][C:7]([O:8][CH2:9][C:10]2[O:14][N:13]=[C:12]([C:15]3[CH:20]=[CH:19][CH:18]=[CH:17][CH:16]=3)[N:11]=2)=[CH:6][CH:5]=1. The catalyst class is: 100.